This data is from Experimentally validated miRNA-target interactions with 360,000+ pairs, plus equal number of negative samples. The task is: Binary Classification. Given a miRNA mature sequence and a target amino acid sequence, predict their likelihood of interaction. (1) The miRNA is hsa-miR-374c-5p with sequence AUAAUACAACCUGCUAAGUGCU. The protein sequence of the target gene is MRKQEVRTGREAGQGHGTGSPAEQVKALMDLLAGKGSQGSQAPQALDRTPDAPLGPCSNDSRIQRHRKALLSKVGGGPELGGPWHRLASLLLVEGLTDLQLREHDFTQVEATRGGGHPARTVALDRLFLPLSRVSVPPRVSITIGVAGMGKTTLVRHFVRLWAHGQVGKDFSLVLPLTFRDLNTHEKLCADRLICSVFPHVGEPSLAVAVPARALLILDGLDECRTPLDFSNTVACTDPKKEIPVDHLITNIIRGNLFPEVSIWITSRPSASGQIPGGLVDRMTEIRGFNEEEIKVCLEQ.... Result: 0 (no interaction). (2) The miRNA is dme-miR-13a-3p with sequence UAUCACAGCCAUUUUGAUGAGU. The protein sequence of the target gene is MSRAGNRGNTQARWLGTGLLGLFLLPMYLSLEVSVGKATTIYAINGSSILLPCTFSSCYGFENLYFKWSYNNSETSRILIDGIVKNDKSDPKVRVKDDDRITLEGSTKEKTNNISILLSDLEFSDTGRYTCFVRNPKEKDLNNSATIFLQVVDKLEKVDNTVTLIILAVVGGVIGLLVCILLLKKLITFILKKTREKKKECLVSSSGNDNTENGLPGSKAEEKPPTKV. Result: 0 (no interaction). (3) The miRNA is hsa-miR-1238-5p with sequence GUGAGUGGGAGCCCCAGUGUGUG. The protein sequence of the target gene is MEGDGSDPEPPDAGEDSKSENGENAPIYCICRKPDINCFMIGCDNCNEWFHGDCIRITEKMAKAIREWYCRECREKDPKLEIRYRHKKSRERDGNERDSSEPRDEGGGRKRPVPDPDLQRRAGSGTGVGAMLARGSASPHKSSPQPLVATPSQHHQQQQQQIKRSARMCGECEACRRTEDCGHCDFCRDMKKFGGPNKIRQKCRLRQCQLRARESYKYFPSSLSPVTPSESLPRPRRPLPTQQQPQPSQKLGRIREDEGAVASSTVKEPPEATATPEPLSDEDLPLDPDLYQDFCAGAFD.... Result: 0 (no interaction). (4) The miRNA is hsa-miR-4328 with sequence CCAGUUUUCCCAGGAUU. The protein sequence of the target gene is MGLLLMILASAVLGSFLTLLAQFFLLYRRQPEPPADEAARAGEGFRYIKPVPGLLLREYLYGGGRDEEPSGAAPEGGATPTAAPETPAPPTRETCYFLNATILFLFRELRDTALTRRWVTKKIKVEFEELLQTKTAGRLLEGLSLRDVFLGETVPFIKTIRLVRPVVPSATGEPDGPEGEALPAACPEELAFEAEVEYNGGFHLAIDVDLVFGKSAYLFVKLSRVVGRLRLVFTRVPFTHWFFSFVEDPLIDFEVRSQFEGRPMPQLTSIIVNQLKKIIKRKHTLPNYKIRFKPFFPYQT.... Result: 1 (interaction).